Dataset: KCNQ2 potassium channel screen with 302,405 compounds. Task: Binary Classification. Given a drug SMILES string, predict its activity (active/inactive) in a high-throughput screening assay against a specified biological target. (1) The molecule is O=C(NCC(CN(C)C)C)c1cc(OCC)c(OCC)cc1. The result is 0 (inactive). (2) The drug is O1N(CCC(=O)NC2CN(CCC2)Cc2ccc(CC(C)C)cc2)CCC1. The result is 0 (inactive).